This data is from Full USPTO retrosynthesis dataset with 1.9M reactions from patents (1976-2016). The task is: Predict the reactants needed to synthesize the given product. (1) Given the product [OH:28][CH:12]([C:10]1[CH:11]=[C:6]([C:4](=[O:5])[NH:36][CH2:35][C:34]2[CH:37]=[CH:38][CH:39]=[C:32]([C:31]([F:30])([F:40])[F:41])[CH:33]=2)[N:7]=[C:8]([CH3:29])[CH:9]=1)[CH2:13][CH2:14][C:15]1[CH:16]=[CH:17][C:18]([C:21]([OH:23])=[O:22])=[CH:19][CH:20]=1, predict the reactants needed to synthesize it. The reactants are: C(O[C:4]([C:6]1[CH:11]=[C:10]([CH:12]([OH:28])[CH2:13][CH2:14][C:15]2[CH:20]=[CH:19][C:18]([C:21]([O:23]C(C)(C)C)=[O:22])=[CH:17][CH:16]=2)[CH:9]=[C:8]([CH3:29])[N:7]=1)=[O:5])C.[F:30][C:31]([F:41])([F:40])[C:32]1[CH:33]=[C:34]([CH:37]=[CH:38][CH:39]=1)[CH2:35][NH2:36]. (2) Given the product [F:29][C:6]1[CH:5]=[CH:4][C:3]([CH2:2][NH:1][C:37]([C:36]2[CH:40]=[CH:41][CH:42]=[C:34]([C:32]([O:31][CH3:30])=[O:33])[CH:35]=2)=[O:38])=[CH:8][C:7]=1[C:9]1[CH:14]=[CH:13][CH:12]=[C:11]([CH2:15][N:16]2[CH2:17][CH2:18][N:19]([C:22]([O:24][C:25]([CH3:26])([CH3:28])[CH3:27])=[O:23])[CH2:20][CH2:21]2)[CH:10]=1, predict the reactants needed to synthesize it. The reactants are: [NH2:1][CH2:2][C:3]1[CH:4]=[CH:5][C:6]([F:29])=[C:7]([C:9]2[CH:14]=[CH:13][CH:12]=[C:11]([CH2:15][N:16]3[CH2:21][CH2:20][N:19]([C:22]([O:24][C:25]([CH3:28])([CH3:27])[CH3:26])=[O:23])[CH2:18][CH2:17]3)[CH:10]=2)[CH:8]=1.[CH3:30][O:31][C:32]([C:34]1[CH:35]=[C:36]([CH:40]=[CH:41][CH:42]=1)[C:37](O)=[O:38])=[O:33].CN(C(ON1N=NC2C=CC=CC1=2)=[N+](C)C)C.F[P-](F)(F)(F)(F)F.CCN(CC)CC. (3) Given the product [CH3:39][C:25]1[CH:26]=[C:27]([O:30][C:31]2[CH:32]=[C:33]([O:18][C:9]3[C:8]([O:1][C:2]4[CH:3]=[CH:4][CH:5]=[CH:6][CH:7]=4)=[CH:13][C:12]([C:14]([F:17])([F:15])[F:16])=[CH:11][N:10]=3)[CH:34]=[C:35]([CH3:37])[CH:36]=2)[CH:28]=[CH:29][C:24]=1[CH2:23][CH2:22][C:21]([OH:40])=[O:20], predict the reactants needed to synthesize it. The reactants are: [O:1]([C:8]1[C:9]([OH:18])=[N:10][CH:11]=[C:12]([C:14]([F:17])([F:16])[F:15])[CH:13]=1)[C:2]1[CH:7]=[CH:6][CH:5]=[CH:4][CH:3]=1.C[O:20][C:21](=[O:40])[CH2:22][CH2:23][C:24]1[CH:29]=[CH:28][C:27]([O:30][C:31]2[CH:36]=[C:35]([CH3:37])[CH:34]=[C:33](Br)[CH:32]=2)=[CH:26][C:25]=1[CH3:39]. (4) Given the product [CH3:9][C:2]([N:10]1[CH:14]=[C:13]([C:15]2[C:16]3[CH:23]=[CH:22][N:21]([CH2:24][O:25][CH2:26][CH2:27][Si:28]([CH3:31])([CH3:29])[CH3:30])[C:17]=3[N:18]=[CH:19][N:20]=2)[CH:12]=[N:11]1)([CH3:1])[CH2:3][CH2:4][OH:5], predict the reactants needed to synthesize it. The reactants are: [CH3:1][C:2]([N:10]1[CH:14]=[C:13]([C:15]2[C:16]3[CH:23]=[CH:22][N:21]([CH2:24][O:25][CH2:26][CH2:27][Si:28]([CH3:31])([CH3:30])[CH3:29])[C:17]=3[N:18]=[CH:19][N:20]=2)[CH:12]=[N:11]1)([CH3:9])[CH2:3][C:4](OCC)=[O:5].[H-].C([Al+]CC(C)C)C(C)C. (5) Given the product [CH:1]1([O:10][C:14]2[C:15]3[CH:24]=[CH:23][N:22]([C:25]4[CH:30]=[CH:29][C:28]([CH3:31])=[CH:27][C:26]=4[CH3:32])[C:16]=3[C:17](=[O:21])[N:18]([CH3:20])[N:19]=2)[C:9]2[C:4](=[CH:5][CH:6]=[CH:7][CH:8]=2)[CH2:3][CH2:2]1, predict the reactants needed to synthesize it. The reactants are: [CH:1]1([OH:10])[C:9]2[C:4](=[CH:5][CH:6]=[CH:7][CH:8]=2)[CH2:3][CH2:2]1.[H-].[Na+].Cl[C:14]1[C:15]2[CH:24]=[CH:23][N:22]([C:25]3[CH:30]=[CH:29][C:28]([CH3:31])=[CH:27][C:26]=3[CH3:32])[C:16]=2[C:17](=[O:21])[N:18]([CH3:20])[N:19]=1. (6) Given the product [Cl:73][C:74]1[CH:79]=[CH:78][C:77]([C:80]2[C:86]3[CH:87]=[CH:88][CH:89]=[CH:90][C:85]=3[C:84]3[C:91]([CH3:94])=[N:92][O:93][C:83]=3[C@H:82]([CH2:95][C@@H:96]([NH2:101])[C:97]([F:99])([F:100])[F:98])[N:81]=2)=[CH:76][CH:75]=1, predict the reactants needed to synthesize it. The reactants are: ClC1C=CC(C2C3C=CC=CC=3C3C(C)=NOC=3[C@H](CC(O)(O)C(F)(F)F)N=2)=CC=1.O.C1(C)C=CC(S(O)(=O)=O)=CC=1.C(N)C1C=CC=CC=1.C(N(CC)CC)C.CC1(C)C2(CS(O)(=O)=O)C(CC1CC2)=O.[Cl:73][C:74]1[CH:79]=[CH:78][C:77]([C:80]2[C:86]3[CH:87]=[CH:88][CH:89]=[CH:90][C:85]=3[C:84]3[C:91]([CH3:94])=[N:92][O:93][C:83]=3[C@H:82]([CH2:95][C@H:96]([NH2:101])[C:97]([F:100])([F:99])[F:98])[N:81]=2)=[CH:76][CH:75]=1. (7) Given the product [ClH:1].[N:64]1([CH2:63][CH2:62][O:61][C:60]2[CH:59]=[CH:58][C:57]([O:56][C:45]3[C:44]([C:40]4[CH:41]=[CH:42][CH:43]=[C:38]([F:37])[CH:39]=4)=[CH:53][CH:52]=[C:51]4[C:46]=3[CH:47]=[CH:48][C:49]([OH:54])=[CH:50]4)=[CH:72][CH:71]=2)[CH2:70][CH2:69][CH2:68][CH2:67][CH2:66][CH2:65]1, predict the reactants needed to synthesize it. The reactants are: [ClH:1].FC1C=C(C2C(OC3C=CC(OCCN4CCCCC4)=CC=3)=C3C(=CC=2)C=C(O)C=C3)C=CC=1.Cl.[F:37][C:38]1[CH:39]=[C:40]([C:44]2[CH:53]=[CH:52][C:51]3[C:46](=[CH:47][CH:48]=[C:49]([O:54]C)[CH:50]=3)[C:45]=2[O:56][C:57]2[CH:72]=[CH:71][C:60]([O:61][CH2:62][CH2:63][N:64]3[CH2:70][CH2:69][CH2:68][CH2:67][CH2:66][CH2:65]3)=[CH:59][CH:58]=2)[CH:41]=[CH:42][CH:43]=1. (8) The reactants are: Br[CH2:2][C:3]1[CH:8]=[CH:7][CH:6]=[CH:5][CH:4]=1.[OH:9][CH:10]1[CH2:15][CH2:14][CH2:13][CH2:12][C:11]1([CH3:19])[C:16]([OH:18])=[O:17]. Given the product [OH:9][CH:10]1[CH2:15][CH2:14][CH2:13][CH2:12][C:11]1([CH3:19])[C:16]([O:18][CH2:2][C:3]1[CH:8]=[CH:7][CH:6]=[CH:5][CH:4]=1)=[O:17], predict the reactants needed to synthesize it. (9) Given the product [CH:19]([N:18]1[C:17]([C:22]([F:24])([F:25])[F:23])=[N:16][N:15]=[C:14]1[C:8]1[S:9][C:10]2[CH2:11][CH2:12][O:13][C:4]3[CH:3]=[C:2]([C:40]4[CH:39]=[N:38][N:37]([CH2:36][CH2:35][OH:34])[CH:41]=4)[CH:27]=[CH:26][C:5]=3[C:6]=2[N:7]=1)([CH3:21])[CH3:20], predict the reactants needed to synthesize it. The reactants are: Br[C:2]1[CH:27]=[CH:26][C:5]2[C:6]3[N:7]=[C:8]([C:14]4[N:18]([CH:19]([CH3:21])[CH3:20])[C:17]([C:22]([F:25])([F:24])[F:23])=[N:16][N:15]=4)[S:9][C:10]=3[CH2:11][CH2:12][O:13][C:4]=2[CH:3]=1.O1CCCCC1[O:34][CH2:35][CH2:36][N:37]1[CH:41]=[C:40](B2OC(C)(C)C(C)(C)O2)[CH:39]=[N:38]1.O1CCCCC1OC1CCCCO1.Cl. (10) Given the product [O:4]1[CH2:5][CH:6]([C:8]2[C:16]3[S:15][C:14]([NH:17][C:21]([N:35]4[CH2:36][CH2:37][CH:32]([O:31][CH3:30])[CH2:33][CH2:34]4)=[O:22])=[N:13][C:12]=3[C:11]([O:18][CH3:19])=[CH:10][CH:9]=2)[CH2:7][O:1][CH2:2][CH2:3]1, predict the reactants needed to synthesize it. The reactants are: [O:1]1[CH2:7][CH:6]([C:8]2[C:16]3[S:15][C:14]([NH2:17])=[N:13][C:12]=3[C:11]([O:18][CH3:19])=[CH:10][CH:9]=2)[CH2:5][O:4][CH2:3][CH2:2]1.Cl[C:21](OC1C=CC=CC=1)=[O:22].[CH3:30][O:31][CH:32]1[CH2:37][CH2:36][NH:35][CH2:34][CH2:33]1.